This data is from Catalyst prediction with 721,799 reactions and 888 catalyst types from USPTO. The task is: Predict which catalyst facilitates the given reaction. Reactant: [NH2:1][C:2]1[N:7]([CH3:8])[C:6](=[O:9])[N:5]([CH2:10][C:11]2[CH:16]=[CH:15][C:14]([O:17][CH3:18])=[CH:13][CH:12]=2)[C:4](=[O:19])[C:3]=1[NH:20][C:21](=O)[CH2:22][CH2:23][CH2:24][O:25][C:26]1[CH:31]=[CH:30][CH:29]=[C:28]([O:32][C:33]([F:36])([F:35])[F:34])[CH:27]=1.[OH-].[Na+].[Cl-].[NH4+]. Product: [CH3:18][O:17][C:14]1[CH:15]=[CH:16][C:11]([CH2:10][N:5]2[C:4](=[O:19])[C:3]3[NH:20][C:21]([CH2:22][CH2:23][CH2:24][O:25][C:26]4[CH:31]=[CH:30][CH:29]=[C:28]([O:32][C:33]([F:36])([F:35])[F:34])[CH:27]=4)=[N:1][C:2]=3[N:7]([CH3:8])[C:6]2=[O:9])=[CH:12][CH:13]=1. The catalyst class is: 8.